Task: Predict the reactants needed to synthesize the given product.. Dataset: Full USPTO retrosynthesis dataset with 1.9M reactions from patents (1976-2016) (1) Given the product [Cl:1][C:2]1[CH:22]=[CH:21][CH:20]=[CH:19][C:3]=1[CH:4]([O:12][CH:13]1[CH2:18][CH2:17][N:16]([C:34]([NH:33][C:23]23[CH2:32][CH:27]4[CH2:26][CH:25]([CH2:31][CH:29]([CH2:28]4)[CH2:30]2)[CH2:24]3)=[O:35])[CH2:15][CH2:14]1)[C:5]1[CH:6]=[CH:7][C:8]([Cl:11])=[CH:9][CH:10]=1, predict the reactants needed to synthesize it. The reactants are: [Cl:1][C:2]1[CH:22]=[CH:21][CH:20]=[CH:19][C:3]=1[CH:4]([O:12][CH:13]1[CH2:18][CH2:17][NH:16][CH2:15][CH2:14]1)[C:5]1[CH:10]=[CH:9][C:8]([Cl:11])=[CH:7][CH:6]=1.[C:23]12([N:33]=[C:34]=[O:35])[CH2:32][CH:27]3[CH2:28][CH:29]([CH2:31][CH:25]([CH2:26]3)[CH2:24]1)[CH2:30]2.C(N(CC)CC)C.C(O)C(N)(CO)CO. (2) Given the product [CH3:1][C:2]1[CH:3]=[N:4][C:5]2[CH2:6][CH2:7][CH2:8][CH2:9][C:10]=2[CH:11]=1, predict the reactants needed to synthesize it. The reactants are: [CH3:1][C:2]1[CH:3]=[N:4][C:5]2[C:10]([CH:11]=1)=[CH:9][CH:8]=[CH:7][CH:6]=2.[H][H]. (3) Given the product [CH3:33][CH:34]([CH3:73])[C@H:35]([N:40]1[CH2:48][C:47]2[C:42](=[CH:43][C:44]([C:49]3[CH:50]=[CH:51][C:52]([NH:55][C:56]([C:58]4[CH:67]=[CH:66][C:65]5[C:64]([CH3:69])([CH3:68])[CH2:63][CH2:62][C:61]([CH3:71])([CH3:70])[C:60]=5[CH:59]=4)=[O:57])=[CH:53][CH:54]=3)=[CH:45][CH:46]=2)[C:41]1=[O:72])[C:36]([OH:38])=[O:37], predict the reactants needed to synthesize it. The reactants are: C(NC1C=CC(C2C=C3C(CN([C@@H](C(C)C)C(O)=O)C3=O)=CC=2)=CC=1)(=O)C1C=CC=CC=1.[CH3:33][CH:34]([CH3:73])[C@H:35]([N:40]1[CH2:48][C:47]2[C:42](=[CH:43][C:44]([C:49]3[CH:54]=[CH:53][C:52]([NH:55][C:56]([C:58]4[CH:67]=[CH:66][C:65]5[C:64]([CH3:69])([CH3:68])[CH2:63][CH2:62][C:61]([CH3:71])([CH3:70])[C:60]=5[CH:59]=4)=[O:57])=[CH:51][CH:50]=3)=[CH:45][CH:46]=2)[C:41]1=[O:72])[C:36]([O:38]C)=[O:37]. (4) Given the product [Br:11][C:10]1[C:5]([C:3]2[N:4]=[C:21]([C:20]3[CH:23]=[C:16]([C:12]([CH3:14])([CH3:13])[CH3:15])[CH:17]=[CH:18][C:19]=3[OH:24])[NH:1][N:2]=2)=[N:6][CH:7]=[CH:8][CH:9]=1, predict the reactants needed to synthesize it. The reactants are: [NH2:1][NH:2][C:3]([C:5]1[C:10]([Br:11])=[CH:9][CH:8]=[CH:7][N:6]=1)=[NH:4].[C:12]([C:16]1[CH:17]=[CH:18][C:19]([OH:24])=[C:20]([CH:23]=1)[CH:21]=O)([CH3:15])([CH3:14])[CH3:13]. (5) Given the product [CH2:33]([C@H:21]1[C@H:20]([NH:19][C:5]2[C:6]3[N:7]([CH:10]=[C:11]([C:13]4[CH:14]=[N:15][N:16]([CH3:18])[CH:17]=4)[CH:12]=3)[N:8]=[CH:9][C:4]=2[C:1]([NH2:2])=[O:3])[CH2:25][CH2:24][NH:23][CH2:22]1)[CH3:34], predict the reactants needed to synthesize it. The reactants are: [C:1]([C:4]1[CH:9]=[N:8][N:7]2[CH:10]=[C:11]([C:13]3[CH:14]=[N:15][N:16]([CH3:18])[CH:17]=3)[CH:12]=[C:6]2[C:5]=1[NH:19][C@@H:20]1[CH2:25][CH2:24][N:23](C(OC(C)(C)C)=O)[CH2:22][C@H:21]1[CH2:33][CH3:34])(=[O:3])[NH2:2].FC(F)(F)C(O)=O. (6) Given the product [C:14]([NH:13][C:11]([C:10]1[C:4]2[C:5](=[N:6][CH:7]=[C:2]([N:34]3[C:35]4[C:31](=[CH:30][CH:29]=[C:28]([C:27]([F:26])([F:38])[F:37])[CH:36]=4)[CH:32]=[N:33]3)[N:3]=2)[N:8]([CH2:18][O:19][CH2:20][CH2:21][Si:22]([CH3:25])([CH3:24])[CH3:23])[CH:9]=1)=[O:12])([CH3:17])([CH3:16])[CH3:15], predict the reactants needed to synthesize it. The reactants are: Br[C:2]1[N:3]=[C:4]2[C:10]([C:11]([NH:13][C:14]([CH3:17])([CH3:16])[CH3:15])=[O:12])=[CH:9][N:8]([CH2:18][O:19][CH2:20][CH2:21][Si:22]([CH3:25])([CH3:24])[CH3:23])[C:5]2=[N:6][CH:7]=1.[F:26][C:27]([F:38])([F:37])[C:28]1[CH:36]=[C:35]2[C:31]([CH:32]=[N:33][NH:34]2)=[CH:30][CH:29]=1.CC(C)([O-])C.[Na+]. (7) Given the product [CH3:7][O:6][C:4](=[O:5])[C:3]1[CH:8]=[C:9]([N+:16]([O-:18])=[O:17])[C:10]([C:12]([O:14][CH3:15])=[O:13])=[CH:11][C:2]=1[F:1], predict the reactants needed to synthesize it. The reactants are: [F:1][C:2]1[CH:11]=[C:10]([C:12]([O:14][CH3:15])=[O:13])[CH:9]=[CH:8][C:3]=1[C:4]([O:6][CH3:7])=[O:5].[N+:16]([O-])([OH:18])=[O:17].